From a dataset of Catalyst prediction with 721,799 reactions and 888 catalyst types from USPTO. Predict which catalyst facilitates the given reaction. Product: [Cl:5][C:6]1[CH:7]=[N:8][C:9]([N:12]2[CH2:17][CH2:16][CH:15]([CH:18]3[CH2:20][C:19]3([CH2:23][CH2:24][OH:25])[C:21]#[N:22])[CH2:14][CH2:13]2)=[N:10][CH:11]=1. The catalyst class is: 387. Reactant: B.CSC.[Cl:5][C:6]1[CH:7]=[N:8][C:9]([N:12]2[CH2:17][CH2:16][CH:15]([CH:18]3[CH2:20][C:19]3([CH:23]=[CH2:24])[C:21]#[N:22])[CH2:14][CH2:13]2)=[N:10][CH:11]=1.[OH-:25].[Na+].OO.